From a dataset of Forward reaction prediction with 1.9M reactions from USPTO patents (1976-2016). Predict the product of the given reaction. (1) Given the reactants [OH:1][C:2]([C:5]1[O:9][N:8]=[C:7]([C:10]([OH:12])=O)[CH:6]=1)([CH3:4])[CH3:3].CCN(C(C)C)C(C)C.C1C=CC2N(O)N=NC=2C=1.CCN=C=NCCCN(C)C.[NH2:43][C@@H:44]([CH3:60])[CH2:45][N:46]1[CH:50]=[CH:49][C:48]([C:51]2[CH:58]=[CH:57][C:54]([C:55]#[N:56])=[C:53]([Cl:59])[CH:52]=2)=[N:47]1, predict the reaction product. The product is: [Cl:59][C:53]1[CH:52]=[C:51]([C:48]2[CH:49]=[CH:50][N:46]([CH2:45][C@@H:44]([NH:43][C:10]([C:7]3[CH:6]=[C:5]([C:2]([OH:1])([CH3:3])[CH3:4])[O:9][N:8]=3)=[O:12])[CH3:60])[N:47]=2)[CH:58]=[CH:57][C:54]=1[C:55]#[N:56]. (2) The product is: [CH:15]1[C:14]2[C:8]([N:2]3[CH2:3][CH2:4][N:5]([CH2:30][CH2:31][O:32][CH2:33][CH2:34][OH:35])[CH2:6][CH2:7]3)=[N:9][C:10]3[CH:22]=[CH:21][CH:20]=[CH:19][C:11]=3[S:12][C:13]=2[CH:18]=[CH:17][CH:16]=1.[C:23]([OH:24])(=[O:26])/[CH:11]=[CH:10]/[C:22]([OH:32])=[O:1]. Given the reactants [OH2:1].[N:2]1([C:8]2[C:14]3[CH:15]=[CH:16][CH:17]=[CH:18][C:13]=3[S:12][C:11]3[CH:19]=[CH:20][CH:21]=[CH:22][C:10]=3[N:9]=2)[CH2:7][CH2:6][NH:5][CH2:4][CH2:3]1.[C:23](=[O:26])([O-])[O-:24].[Na+].[Na+].Cl[CH2:30][CH2:31][O:32][CH2:33][CH2:34][OH:35], predict the reaction product.